Dataset: Full USPTO retrosynthesis dataset with 1.9M reactions from patents (1976-2016). Task: Predict the reactants needed to synthesize the given product. (1) Given the product [CH2:1]([O:3][C:4]1[CH:5]=[CH:6][C:7]([C:10]([OH:12])=[O:11])=[N:8][CH:9]=1)[CH3:2], predict the reactants needed to synthesize it. The reactants are: [CH2:1]([O:3][C:4]1[CH:5]=[CH:6][C:7]([C:10]([O:12]C)=[O:11])=[N:8][CH:9]=1)[CH3:2].[OH-].[Li+]. (2) Given the product [Br:11][C:12]1[CH:17]=[CH:16][CH:15]=[CH:14][C:13]=1[S:18]([C:21]1[CH:22]=[CH:23][C:24]([CH:27]=[O:28])=[CH:25][CH:26]=1)(=[O:20])=[O:19], predict the reactants needed to synthesize it. The reactants are: C(Cl)(=O)C(Cl)=O.CS(C)=O.[Br:11][C:12]1[CH:17]=[CH:16][CH:15]=[CH:14][C:13]=1[S:18]([C:21]1[CH:26]=[CH:25][C:24]([CH2:27][OH:28])=[CH:23][CH:22]=1)(=[O:20])=[O:19].C(N(CC)CC)C. (3) Given the product [Cl:17][C:14]1[CH:15]=[CH:16][C:11]([C:9]([C:6]2[CH:7]=[CH:8][C:3]([CH2:2][N:19]3[CH2:23][CH2:22][CH2:21][CH2:20]3)=[C:4]([F:18])[CH:5]=2)=[O:10])=[CH:12][CH:13]=1, predict the reactants needed to synthesize it. The reactants are: Br[CH2:2][C:3]1[CH:8]=[CH:7][C:6]([C:9]([C:11]2[CH:16]=[CH:15][C:14]([Cl:17])=[CH:13][CH:12]=2)=[O:10])=[CH:5][C:4]=1[F:18].[NH:19]1[CH2:23][CH2:22][CH2:21][CH2:20]1.ClC1C=C(C(C2C=CC(CN3CCCC3)=CC=2)=O)C=CC=1. (4) Given the product [Cl:2][C:3]1[C:4]([CH2:5][NH2:6])=[CH:7][C:8]([F:12])=[C:9]([Cl:11])[N:10]=1, predict the reactants needed to synthesize it. The reactants are: Cl.[Cl:2][C:3]1[N:10]=[C:9]([Cl:11])[C:8]([F:12])=[CH:7][C:4]=1[C:5]#[N:6]. (5) Given the product [O:1]1[C:5]2[CH:6]=[CH:7][CH:8]=[CH:9][C:4]=2[C:3]([NH:10][C:11]([N:13]2[CH2:14][CH2:15][N:16]([CH2:19][C:20]3[CH:25]=[CH:24][CH:23]=[C:22]([C:26]#[CH:27])[CH:21]=3)[CH2:17][CH2:18]2)=[O:12])=[N:2]1, predict the reactants needed to synthesize it. The reactants are: [O:1]1[C:5]2[CH:6]=[CH:7][CH:8]=[CH:9][C:4]=2[C:3]([NH:10][C:11]([N:13]2[CH2:18][CH2:17][N:16]([CH2:19][C:20]3[CH:25]=[CH:24][CH:23]=[C:22]([C:26]#[C:27][Si](C)(C)C)[CH:21]=3)[CH2:15][CH2:14]2)=[O:12])=[N:2]1.C(=O)([O-])[O-].[K+].[K+]. (6) The reactants are: [Cl:1][C:2]1[C:3](Cl)=[N:4][CH:5]=[C:6]([CH:10]=1)[C:7]([OH:9])=O.[C:12](#[N:16])[CH:13]([CH3:15])[CH3:14].C[Si](C)(C)[N-][Si](C)(C)C.[K+].B.C1COCC1.C([O-])([O-])=O.[K+].[K+]. Given the product [Cl:1][C:2]1[C:3]([C:13]([CH3:15])([CH3:14])[C:12]#[N:16])=[N:4][CH:5]=[C:6]([CH2:7][OH:9])[CH:10]=1, predict the reactants needed to synthesize it. (7) The reactants are: [Br:1][C:2]1[CH:8]=[CH:7][C:5]([NH2:6])=[CH:4][C:3]=1[O:9][CH2:10][CH3:11].CCN(C(C)C)C(C)C.Cl[C:22]([O:24][CH2:25][CH2:26][Cl:27])=[O:23]. Given the product [Br:1][C:2]1[CH:8]=[CH:7][C:5]([NH:6][C:22](=[O:23])[O:24][CH2:25][CH2:26][Cl:27])=[CH:4][C:3]=1[O:9][CH2:10][CH3:11], predict the reactants needed to synthesize it. (8) The reactants are: [C:1]([NH:8][CH2:9][CH2:10][C:11]([O:13][CH2:14][CH3:15])=[O:12])([O:3][C:4]([CH3:7])([CH3:6])[CH3:5])=[O:2].[CH3:16]C([O-])(C)C.[K+].CI. Given the product [C:1]([N:8]([CH2:9][CH2:10][C:11]([O:13][CH2:14][CH3:15])=[O:12])[CH3:16])([O:3][C:4]([CH3:6])([CH3:7])[CH3:5])=[O:2], predict the reactants needed to synthesize it.